This data is from Forward reaction prediction with 1.9M reactions from USPTO patents (1976-2016). The task is: Predict the product of the given reaction. (1) Given the reactants [Cl:1][CH2:2][CH:3]([OH:6])[CH2:4][SH:5].[CH2:7]([CH:9]1[O:11][CH2:10]1)[Cl:8], predict the reaction product. The product is: [Cl:1][CH2:2][CH:3]([OH:6])[CH2:4][S:5][CH2:10][CH:9]([OH:11])[CH2:7][Cl:8]. (2) Given the reactants CCN(C(C)C)C(C)C.[F:10][C:11]1[CH:12]=[C:13]([CH:17]=[CH:18][C:19]=1[F:20])[C:14]([OH:16])=O.CN(C(ON1N=NC2C=CC=CC1=2)=[N+](C)C)C.[B-](F)(F)(F)F.[CH3:43][CH:44]([CH3:55])[CH2:45][C@H:46]([NH:53][CH3:54])[CH2:47][N:48]1[CH2:51][CH:50]([OH:52])[CH2:49]1, predict the reaction product. The product is: [F:10][C:11]1[CH:12]=[C:13]([CH:17]=[CH:18][C:19]=1[F:20])[C:14]([N:53]([C@@H:46]([CH2:45][CH:44]([CH3:55])[CH3:43])[CH2:47][N:48]1[CH2:49][CH:50]([OH:52])[CH2:51]1)[CH3:54])=[O:16]. (3) Given the reactants [F:1][C:2]([F:18])([F:17])[C:3]1[O:7][N:6]=[C:5]([C:8]2[S:12][C:11]([C:13]([OH:15])=O)=[CH:10][CH:9]=2)[C:4]=1[CH3:16].[NH:19]1[CH2:29][CH2:28][CH2:27][C@H:21]([C:22]([O:24][CH2:25][CH3:26])=[O:23])[CH2:20]1, predict the reaction product. The product is: [CH2:25]([O:24][C:22]([C@H:21]1[CH2:27][CH2:28][CH2:29][N:19]([C:13]([C:11]2[S:12][C:8]([C:5]3[C:4]([CH3:16])=[C:3]([C:2]([F:1])([F:18])[F:17])[O:7][N:6]=3)=[CH:9][CH:10]=2)=[O:15])[CH2:20]1)=[O:23])[CH3:26]. (4) Given the reactants [NH2:1][C:2]1[CH:3]=[C:4]([S:9]([NH2:12])(=[O:11])=[O:10])[CH:5]=[CH:6][C:7]=1[NH2:8].NC1C=C(C=CC=1N)C(N)=O.[Cl:24][C:25]1[CH:40]=[CH:39][C:28]([C:29]([C:31]2[CH:38]=[CH:37][C:34]([CH:35]=O)=[CH:33][CH:32]=2)=[O:30])=[CH:27][CH:26]=1.C1(C2(C3C=CC(C=O)=CC=3)OCCO2)C=CC=CC=1.N, predict the reaction product. The product is: [Cl:24][C:25]1[CH:26]=[CH:27][C:28]([C:29]([C:31]2[CH:38]=[CH:37][C:34]([C:35]3[NH:8][C:7]4[CH:6]=[CH:5][C:4]([S:9]([NH2:12])(=[O:10])=[O:11])=[CH:3][C:2]=4[N:1]=3)=[CH:33][CH:32]=2)=[O:30])=[CH:39][CH:40]=1. (5) Given the reactants [Cl:1][C:2]1[N:3]=[CH:4][C:5]([O:16][CH3:17])=[C:6]2[C:10]=1[NH:9][CH:8]=[C:7]2[C:11](=[O:15])[C:12]([O-:14])=O.[K+].[C:19]([N:27]1[CH2:32][CH2:31][NH:30][CH2:29][CH2:28]1)(=[O:26])[C:20]1[CH:25]=[CH:24][CH:23]=[CH:22][CH:21]=1, predict the reaction product. The product is: [C:19]([N:27]1[CH2:32][CH2:31][N:30]([C:12](=[O:14])[C:11]([C:7]2[C:6]3[C:10](=[C:2]([Cl:1])[N:3]=[CH:4][C:5]=3[O:16][CH3:17])[NH:9][CH:8]=2)=[O:15])[CH2:29][CH2:28]1)(=[O:26])[C:20]1[CH:25]=[CH:24][CH:23]=[CH:22][CH:21]=1. (6) The product is: [C:1]([C:3]1[CH:8]=[CH:7][C:6]([S:9]([NH:2][C:1]2[CH:3]=[CH:4][CH:5]=[C:20]3[C:21]=2[N:16]=[CH:17][CH:18]=[CH:19]3)(=[O:11])=[O:10])=[C:5]([N+:13]([O-:15])=[O:14])[CH:4]=1)#[N:2]. Given the reactants [C:1]([C:3]1[CH:8]=[CH:7][C:6]([S:9](Cl)(=[O:11])=[O:10])=[C:5]([N+:13]([O-:15])=[O:14])[CH:4]=1)#[N:2].[N:16]1[CH:21]=[CH:20][CH:19]=[CH:18][CH:17]=1, predict the reaction product. (7) Given the reactants FC(F)(F)S([O-])(=O)=O.[Mg+2].FC(F)(F)S([O-])(=O)=O.[CH:18]([Si:21]([CH:30]([CH3:32])[CH3:31])([CH:27]([CH3:29])[CH3:28])[O:22][CH2:23][C@@H:24]([OH:26])[CH3:25])([CH3:20])[CH3:19].[O:33]1[CH2:35][C@@H:34]1[C:36]([O:38][CH3:39])=[O:37], predict the reaction product. The product is: [OH:33][C@H:34]([CH2:35][O:26][C@@H:24]([CH3:25])[CH2:23][O:22][Si:21]([CH:18]([CH3:20])[CH3:19])([CH:27]([CH3:29])[CH3:28])[CH:30]([CH3:32])[CH3:31])[C:36]([O:38][CH3:39])=[O:37]. (8) The product is: [F:1][C:2]1[C:3]([NH:17][C:18]2[CH:23]=[CH:22][C:21]([I:24])=[CH:20][C:19]=2[CH3:25])=[C:4]([C:5]([NH:7][O:8][CH2:9][CH2:10][O:11][C:33](=[O:35])[CH3:34])=[O:6])[CH:12]=[C:13]([F:16])[C:14]=1[F:15]. Given the reactants [F:1][C:2]1[C:3]([NH:17][C:18]2[CH:23]=[CH:22][C:21]([I:24])=[CH:20][C:19]=2[CH3:25])=[C:4]([CH:12]=[C:13]([F:16])[C:14]=1[F:15])[C:5]([NH:7][O:8][CH2:9][CH2:10][OH:11])=[O:6].C(N(CC)CC)C.[C:33](Cl)(=[O:35])[CH3:34], predict the reaction product. (9) Given the reactants [NH:1]1[CH2:5][CH2:4][CH2:3][CH2:2]1.[CH:6]([C:8]1[C:16]2[O:15][CH2:14][CH:13]([C:17]3[CH:22]=[CH:21][C:20]([CH:23]([CH3:25])[CH3:24])=[CH:19][CH:18]=3)[C:12]=2[C:11]([CH3:26])=[C:10]([NH:27][C:28](=[O:34])[CH2:29][C:30]([CH3:33])([CH3:32])[CH3:31])[C:9]=1[CH3:35])=O.[BH4-].[Na+].O, predict the reaction product. The product is: [CH:23]([C:20]1[CH:21]=[CH:22][C:17]([CH:13]2[C:12]3[C:11]([CH3:26])=[C:10]([NH:27][C:28](=[O:34])[CH2:29][C:30]([CH3:33])([CH3:32])[CH3:31])[C:9]([CH3:35])=[C:8]([CH2:6][N:1]4[CH2:5][CH2:4][CH2:3][CH2:2]4)[C:16]=3[O:15][CH2:14]2)=[CH:18][CH:19]=1)([CH3:24])[CH3:25]. (10) The product is: [Br:1][C:2]1[CH:3]=[CH:4][C:5]([Cl:25])=[C:6]([C:8]([C:10]2[CH:11]=[N:12][C:13]([NH:16][C:17]3[CH:22]=[CH:21][C:20]([F:23])=[CH:19][C:18]=3[F:24])=[CH:14][CH:15]=2)=[O:9])[CH:7]=1. Given the reactants [Br:1][C:2]1[CH:3]=[CH:4][C:5]([Cl:25])=[C:6]([CH:8]([C:10]2[CH:11]=[N:12][C:13]([NH:16][C:17]3[CH:22]=[CH:21][C:20]([F:23])=[CH:19][C:18]=3[F:24])=[CH:14][CH:15]=2)[OH:9])[CH:7]=1.CC(C)=O.OS(O)(=O)=O.O=[Cr](=O)=O, predict the reaction product.